This data is from NCI-60 drug combinations with 297,098 pairs across 59 cell lines. The task is: Regression. Given two drug SMILES strings and cell line genomic features, predict the synergy score measuring deviation from expected non-interaction effect. (1) Drug 1: C1=CC(=CC=C1CCCC(=O)O)N(CCCl)CCCl. Drug 2: CC1C(C(=O)NC(C(=O)N2CCCC2C(=O)N(CC(=O)N(C(C(=O)O1)C(C)C)C)C)C(C)C)NC(=O)C3=C4C(=C(C=C3)C)OC5=C(C(=O)C(=C(C5=N4)C(=O)NC6C(OC(=O)C(N(C(=O)CN(C(=O)C7CCCN7C(=O)C(NC6=O)C(C)C)C)C)C(C)C)C)N)C. Cell line: HCT116. Synergy scores: CSS=52.0, Synergy_ZIP=16.9, Synergy_Bliss=17.6, Synergy_Loewe=17.1, Synergy_HSA=17.1. (2) Drug 1: CC1=C(C(=O)C2=C(C1=O)N3CC4C(C3(C2COC(=O)N)OC)N4)N. Synergy scores: CSS=-1.68, Synergy_ZIP=-12.0, Synergy_Bliss=-25.7, Synergy_Loewe=-57.9, Synergy_HSA=-26.7. Cell line: 786-0. Drug 2: CCC1(C2=C(COC1=O)C(=O)N3CC4=CC5=C(C=CC(=C5CN(C)C)O)N=C4C3=C2)O.Cl. (3) Drug 1: C(=O)(N)NO. Drug 2: CS(=O)(=O)OCCCCOS(=O)(=O)C. Cell line: MOLT-4. Synergy scores: CSS=51.8, Synergy_ZIP=-2.43, Synergy_Bliss=0.0869, Synergy_Loewe=-0.505, Synergy_HSA=1.44. (4) Drug 1: COC1=CC(=CC(=C1O)OC)C2C3C(COC3=O)C(C4=CC5=C(C=C24)OCO5)OC6C(C(C7C(O6)COC(O7)C8=CC=CS8)O)O. Drug 2: CC1CCC2CC(C(=CC=CC=CC(CC(C(=O)C(C(C(=CC(C(=O)CC(OC(=O)C3CCCCN3C(=O)C(=O)C1(O2)O)C(C)CC4CCC(C(C4)OC)O)C)C)O)OC)C)C)C)OC. Cell line: HCT-15. Synergy scores: CSS=57.6, Synergy_ZIP=-4.07, Synergy_Bliss=-4.56, Synergy_Loewe=-1.03, Synergy_HSA=0.336. (5) Drug 1: C1CC(=O)NC(=O)C1N2CC3=C(C2=O)C=CC=C3N. Drug 2: C1=CC(=CC=C1C#N)C(C2=CC=C(C=C2)C#N)N3C=NC=N3. Cell line: M14. Synergy scores: CSS=1.88, Synergy_ZIP=0.0758, Synergy_Bliss=1.51, Synergy_Loewe=1.15, Synergy_HSA=0.558. (6) Drug 1: COC1=C(C=C2C(=C1)N=CN=C2NC3=CC(=C(C=C3)F)Cl)OCCCN4CCOCC4. Drug 2: C1=NNC2=C1C(=O)NC=N2. Cell line: SR. Synergy scores: CSS=33.8, Synergy_ZIP=5.25, Synergy_Bliss=7.22, Synergy_Loewe=-31.6, Synergy_HSA=6.72. (7) Drug 1: CC12CCC3C(C1CCC2=O)CC(=C)C4=CC(=O)C=CC34C. Drug 2: CCC1(C2=C(COC1=O)C(=O)N3CC4=CC5=C(C=CC(=C5CN(C)C)O)N=C4C3=C2)O.Cl. Cell line: SK-MEL-28. Synergy scores: CSS=23.4, Synergy_ZIP=4.07, Synergy_Bliss=7.82, Synergy_Loewe=5.68, Synergy_HSA=6.76. (8) Drug 1: CCC(=C(C1=CC=CC=C1)C2=CC=C(C=C2)OCCN(C)C)C3=CC=CC=C3.C(C(=O)O)C(CC(=O)O)(C(=O)O)O. Drug 2: C1CN(CCN1C(=O)CCBr)C(=O)CCBr. Cell line: K-562. Synergy scores: CSS=23.2, Synergy_ZIP=-7.79, Synergy_Bliss=-3.00, Synergy_Loewe=-1.53, Synergy_HSA=-0.342.